From a dataset of Aqueous solubility values for 9,982 compounds from the AqSolDB database. Regression/Classification. Given a drug SMILES string, predict its absorption, distribution, metabolism, or excretion properties. Task type varies by dataset: regression for continuous measurements (e.g., permeability, clearance, half-life) or binary classification for categorical outcomes (e.g., BBB penetration, CYP inhibition). For this dataset (solubility_aqsoldb), we predict Y. (1) The molecule is [Zn+2].c1ccc2c(c1)-c1nc3nc(nc4[n-]c(nc5[n-]c(nc-2n1)c1ccccc51)c1ccccc41)-c1ccccc1-3. The Y is -6.98 log mol/L. (2) The drug is C/C(N=O)=C(\C)NO. The Y is -2.29 log mol/L. (3) The compound is O=C(Nc1cc(S(=O)(=O)[O-])cc2c1C(=O)/C(=N/Nc1ccc3cc(S(=O)(=O)CCOS(=O)(=O)[O-])ccc3c1S(=O)(=O)[O-])C(S(=O)(=O)[O-])=C2)c1ccccc1.[Na+].[Na+].[Na+].[Na+]. The Y is -0.389 log mol/L. (4) The drug is CCCCCCCCCCCCCCCCCCOC(=O)/C=C/C(=O)OCCCCCCCCCCCCCCCCCC. The Y is -7.09 log mol/L. (5) The compound is CC(C)(C)CC(C)(C)c1ccc(OCCOCC[N+](C)(C)Cc2ccccc2)cc1.[Cl-]. The Y is 0.0729 log mol/L. (6) The compound is CC(C)C(C)(C)C. The Y is -4.36 log mol/L. (7) The drug is CCCCOC(=O)C(C)Oc1ccc(Oc2ccc(C(F)(F)F)cn2)cc1. The Y is -5.58 log mol/L.